Task: Predict the reaction yield, written as a fraction of the theoretical maximum amount of product (1.0 means a 100% yield; for example, 0.34 means a 34% yield).. Dataset: Reaction yield outcomes from USPTO patents with 853,638 reactions (1) The reactants are [O:1]=[C:2]1[CH:6]=[CH:5][C:4](=[O:7])[N:3]1[CH2:8][CH:9]([S:14]([OH:17])(=[O:16])=[O:15])[CH2:10][C:11]([OH:13])=[O:12].C(Cl)CCl.O[N:23]1[C:27](=[O:28])[CH2:26][CH2:25][C:24]1=[O:29]. The catalyst is CC(N(C)C)=O. The product is [O:7]=[C:4]1[CH:5]=[CH:6][C:2](=[O:1])[N:3]1[CH2:8][CH:9]([S:14]([OH:17])(=[O:15])=[O:16])[CH2:10][C:11]([O:13][N:23]1[C:27](=[O:28])[CH2:26][CH2:25][C:24]1=[O:29])=[O:12]. The yield is 0.750. (2) The reactants are [CH3:1][O:2][NH:3][C:4]([C:6]1[C:7](=[O:29])[C:8]2[CH:13]=[N:12][C:11](S(C)(=O)=O)=[N:10][C:9]=2[N:18]([C:20]2[CH:21]=[C:22]3[C:26](=[CH:27][CH:28]=2)[CH2:25][CH2:24][CH2:23]3)[CH:19]=1)=[O:5].[NH2:30][C:31]1[CH:32]=[C:33]([N:37]2[CH2:42][CH2:41][N:40]([C:43](=[O:45])[CH3:44])[CH2:39][CH2:38]2)[CH:34]=[CH:35][CH:36]=1. The catalyst is O1CCOCC1.O.C(OCC)(=O)C.[O-]S(C(F)(F)F)(=O)=O.[Ag+]. The yield is 0.0800. The product is [CH3:1][O:2][NH:3][C:4]([C:6]1[C:7](=[O:29])[C:8]2[CH:13]=[N:12][C:11]([NH:30][C:31]3[CH:36]=[CH:35][CH:34]=[C:33]([N:37]4[CH2:38][CH2:39][N:40]([C:43](=[O:45])[CH3:44])[CH2:41][CH2:42]4)[CH:32]=3)=[N:10][C:9]=2[N:18]([C:20]2[CH:21]=[C:22]3[C:26](=[CH:27][CH:28]=2)[CH2:25][CH2:24][CH2:23]3)[CH:19]=1)=[O:5]. (3) The reactants are [N+:1]([C:4]1[CH:5]=[C:6]2[C:10](=[CH:11][CH:12]=1)[N:9]([CH:13]1[CH2:18][CH2:17][CH2:16][CH2:15][O:14]1)[N:8]=[CH:7]2)([O-])=O. The catalyst is C(OCC)(=O)C.C(O)C.[Pd]. The product is [O:14]1[CH2:15][CH2:16][CH2:17][CH2:18][CH:13]1[N:9]1[C:10]2[C:6](=[CH:5][C:4]([NH2:1])=[CH:12][CH:11]=2)[CH:7]=[N:8]1. The yield is 0.550. (4) No catalyst specified. The yield is 0.650. The product is [Br:1][C:2]1[CH:3]=[CH:4][C:32]2[CH2:33][CH2:34][CH2:35][CH2:36][NH:31][C:6]=2[CH:24]=1. The reactants are [Br:1][C:2]1[CH:3]=[CH:4]C2=[C:6]([CH:24]=1)CN(C)CC=C2C1C=CC2N(C)CCOC=2C=1.C(=O)([O-])[O-].[K+].[K+].[N:31]1[CH:36]=[CH:35][CH:34]=[CH:33][CH:32]=1. (5) The reactants are C([O:3][P:4]([CH:9]([NH:17][S:18]([C:21]1[S:22][CH:23]=[CH:24][CH:25]=1)(=[O:20])=[O:19])[CH2:10][C:11]1[CH:16]=[CH:15][CH:14]=[CH:13][CH:12]=1)(=[O:8])[O:5]CC)C.Br[Si](C)(C)C. The catalyst is ClCCl. The product is [C:11]1([CH2:10][CH:9]([P:4](=[O:3])([OH:5])[OH:8])[NH:17][S:18]([C:21]2[S:22][CH:23]=[CH:24][CH:25]=2)(=[O:19])=[O:20])[CH:16]=[CH:15][CH:14]=[CH:13][CH:12]=1. The yield is 0.800.